This data is from Full USPTO retrosynthesis dataset with 1.9M reactions from patents (1976-2016). The task is: Predict the reactants needed to synthesize the given product. Given the product [C:1]([O-:9])(=[O:8])[C:2]1[CH:7]=[CH:6][CH:5]=[CH:4][CH:3]=1.[C:33]([O-:38])(=[O:43])[C:34]1[C:35](=[CH:39][CH:40]=[CH:41][CH:42]=1)[C:36]([O-:22])=[O:37].[C:10]([O-:23])(=[O:22])[CH2:11][CH2:12][CH2:13][CH2:14][CH2:15][CH2:16][CH2:17][CH2:18][CH2:19][CH2:20][CH3:21], predict the reactants needed to synthesize it. The reactants are: [C:1]([OH:9])(=[O:8])[C:2]1[CH:7]=[CH:6][CH:5]=[CH:4][CH:3]=1.[C:10]([OH:23])(=[O:22])[CH2:11][CH2:12][CH2:13][CH2:14][CH2:15][CH2:16][CH2:17][CH2:18][CH2:19][CH2:20][CH3:21].OCC(CO)(CO)CO.[C:33]1(=[O:43])[O:38][C:36](=[O:37])[C:35]2=[CH:39][CH:40]=[CH:41][CH:42]=[C:34]12.